From a dataset of Reaction yield outcomes from USPTO patents with 853,638 reactions. Predict the reaction yield, written as a fraction of the theoretical maximum amount of product (1.0 means a 100% yield; for example, 0.34 means a 34% yield). The reactants are [NH:1]1[CH2:5][CH2:4][C@@H:3]([OH:6])[CH2:2]1.[C:7]1([C:13]([C:21]2[CH:26]=[CH:25][CH:24]=[CH:23][CH:22]=2)([C:15]2[CH:20]=[CH:19][CH:18]=[CH:17][CH:16]=2)Cl)[CH:12]=[CH:11][CH:10]=[CH:9][CH:8]=1.C(=O)([O-])O.[Na+]. The catalyst is C(#N)C. The product is [C:7]1([C:13]([C:15]2[CH:16]=[CH:17][CH:18]=[CH:19][CH:20]=2)([C:21]2[CH:22]=[CH:23][CH:24]=[CH:25][CH:26]=2)[N:1]2[CH2:5][CH2:4][C@@H:3]([OH:6])[CH2:2]2)[CH:8]=[CH:9][CH:10]=[CH:11][CH:12]=1. The yield is 0.620.